This data is from Full USPTO retrosynthesis dataset with 1.9M reactions from patents (1976-2016). The task is: Predict the reactants needed to synthesize the given product. (1) Given the product [C:7]([N:6]([CH2:1][CH2:2][CH2:3][CH2:4][CH3:5])[C:17](=[O:18])[O:19][C:20]([CH3:23])([CH3:22])[CH3:21])(=[O:9])[CH3:8], predict the reactants needed to synthesize it. The reactants are: [CH2:1]([NH:6][C:7](=[O:9])[CH3:8])[CH2:2][CH2:3][CH2:4][CH3:5].CCN(CC)CC.[C:17](O[C:17]([O:19][C:20]([CH3:23])([CH3:22])[CH3:21])=[O:18])([O:19][C:20]([CH3:23])([CH3:22])[CH3:21])=[O:18]. (2) Given the product [NH2:17][C@@H:12]1[C@H:11]([NH:10][C:7]2[N:8]=[N:9][C:4]([C:1]([NH2:2])=[O:3])=[C:5]([NH:25][C:26]3[CH:31]=[CH:30][C:29]([F:32])=[C:28]([CH:33]([CH3:35])[CH3:34])[N:27]=3)[CH:6]=2)[CH2:16][CH2:15][O:14][CH2:13]1, predict the reactants needed to synthesize it. The reactants are: [C:1]([C:4]1[N:9]=[N:8][C:7]([NH:10][C@@H:11]2[CH2:16][CH2:15][O:14][CH2:13][C@@H:12]2[NH:17]C(=O)OC(C)(C)C)=[CH:6][C:5]=1[NH:25][C:26]1[CH:31]=[CH:30][C:29]([F:32])=[C:28]([CH:33]([CH3:35])[CH3:34])[N:27]=1)(=[O:3])[NH2:2].FC(F)(F)C(O)=O. (3) Given the product [F:22][C:2]([F:1])([F:21])[C:3]1[CH:4]=[C:5]([C:9]2[N:14]=[C:13]3[CH:15]([NH2:19])[CH2:16][CH2:17][O:18][C:12]3=[CH:11][CH:10]=2)[CH:6]=[CH:7][CH:8]=1, predict the reactants needed to synthesize it. The reactants are: [F:1][C:2]([F:22])([F:21])[C:3]1[CH:4]=[C:5]([C:9]2[N:14]=[C:13]3[C:15](=[N:19]O)[CH2:16][CH2:17][O:18][C:12]3=[CH:11][CH:10]=2)[CH:6]=[CH:7][CH:8]=1. (4) Given the product [C:1]([O:5][C:6]([N:8]1[CH2:17][C:16]([CH3:19])([CH3:18])[C:15]2[C:10](=[CH:11][C:12]([NH:20][C:24](=[O:25])[C:23]3[CH:27]=[CH:28][CH:29]=[CH:30][C:22]=3[NH2:21])=[CH:13][CH:14]=2)[CH2:9]1)=[O:7])([CH3:4])([CH3:2])[CH3:3], predict the reactants needed to synthesize it. The reactants are: [C:1]([O:5][C:6]([N:8]1[CH2:17][C:16]([CH3:19])([CH3:18])[C:15]2[C:10](=[CH:11][C:12]([NH2:20])=[CH:13][CH:14]=2)[CH2:9]1)=[O:7])([CH3:4])([CH3:3])[CH3:2].[NH2:21][C:22]1[CH:30]=[CH:29][CH:28]=[CH:27][C:23]=1[C:24](O)=[O:25].CN(C(ON1N=NC2C=CC=CC1=2)=[N+](C)C)C.[B-](F)(F)(F)F.CCN(C(C)C)C(C)C. (5) The reactants are: [F:1][C:2]1[CH:3]=[C:4]([C:8]2[CH:16]=[CH:15][C:11]([C:12]([OH:14])=O)=[CH:10][N:9]=2)[CH:5]=[CH:6][CH:7]=1.[NH2:17][CH2:18][CH:19]1[C:27]2[C:22](=[CH:23][CH:24]=[C:25]([F:28])[CH:26]=2)[NH:21][C:20]1=[O:29].CN(C(ON1N=NC2C=CC=CC1=2)=[N+](C)C)C.[B-](F)(F)(F)F.C(N(CC)CC)C. Given the product [F:28][C:25]1[CH:26]=[C:27]2[C:22](=[CH:23][CH:24]=1)[NH:21][C:20](=[O:29])[CH:19]2[CH2:18][NH:17][C:12](=[O:14])[C:11]1[CH:15]=[CH:16][C:8]([C:4]2[CH:5]=[CH:6][CH:7]=[C:2]([F:1])[CH:3]=2)=[N:9][CH:10]=1, predict the reactants needed to synthesize it.